From a dataset of Forward reaction prediction with 1.9M reactions from USPTO patents (1976-2016). Predict the product of the given reaction. (1) The product is: [ClH:7].[ClH:7].[C:8]([C:10]1[C:11]([NH:40][C:41]([C:43]2[O:44][CH:45]=[CH:46][CH:47]=2)=[O:42])=[N:12][C:13]([C:32]2[CH:37]=[CH:36][C:35]([F:38])=[CH:34][C:33]=2[OH:39])=[CH:14][C:15]=1[C:16]1[CH:21]=[CH:20][CH:19]=[C:18]([N:22]([CH2:25][CH2:26][N:27]([CH2:30][CH3:31])[CH2:28][CH3:29])[CH2:23][CH3:24])[CH:17]=1)#[N:9]. Given the reactants C(OCC)(=O)C.[ClH:7].[C:8]([C:10]1[C:11]([NH:40][C:41]([C:43]2[O:44][CH:45]=[CH:46][CH:47]=2)=[O:42])=[N:12][C:13]([C:32]2[CH:37]=[CH:36][C:35]([F:38])=[CH:34][C:33]=2[OH:39])=[CH:14][C:15]=1[C:16]1[CH:21]=[CH:20][CH:19]=[C:18]([N:22]([CH2:25][CH2:26][N:27]([CH2:30][CH3:31])[CH2:28][CH3:29])[CH2:23][CH3:24])[CH:17]=1)#[N:9], predict the reaction product. (2) Given the reactants Br[C:2]1[CH:9]=[CH:8][C:5]([CH:6]=[O:7])=[C:4]([O:10][C:11]2[CH:16]=[CH:15][CH:14]=[CH:13][CH:12]=2)[CH:3]=1.O(C1C=CC([B:32]2[O:36][C:35]([CH3:38])([CH3:37])[C:34]([CH3:40])([CH3:39])[O:33]2)=CC=1C#N)C1C=CC=CC=1.CO[C@@H]1[C@@H](C(OC)=O)[C@@H]2[C@@H](CN3[C@H](C2)C2NC4C=C(OC)C=CC=4C=2CC3)C[C@H]1OC(C1C=C(OC)C(OC)=C(OC)C=1)=O, predict the reaction product. The product is: [O:10]([C:4]1[CH:3]=[CH:2][C:9]([B:32]2[O:36][C:35]([CH3:38])([CH3:37])[C:34]([CH3:40])([CH3:39])[O:33]2)=[CH:8][C:5]=1[CH:6]=[O:7])[C:11]1[CH:16]=[CH:15][CH:14]=[CH:13][CH:12]=1.